From a dataset of Full USPTO retrosynthesis dataset with 1.9M reactions from patents (1976-2016). Predict the reactants needed to synthesize the given product. Given the product [CH3:1][C:2]1[N:7]=[C:6]([C:8]([F:10])([F:9])[F:11])[N:5]=[C:4]([N:12]2[C@@H:19]3[C@@H:14]([CH2:15][CH2:16][N:17]([C:43]([C:42]4[CH:46]=[CH:47][CH:48]=[CH:49][C:41]=4[N:37]4[N:38]=[CH:39][CH:40]=[N:36]4)=[O:44])[CH2:18]3)[CH2:13]2)[CH:3]=1, predict the reactants needed to synthesize it. The reactants are: [CH3:1][C:2]1[N:7]=[C:6]([C:8]([F:11])([F:10])[F:9])[N:5]=[C:4]([N:12]2[C@@H:19]3[C@@H:14]([CH2:15][CH2:16][NH:17][CH2:18]3)[CH2:13]2)[CH:3]=1.CC1C=C(C)N=C(N2[C@@H]3[C@@H](CCNC3)C2)N=1.[N:36]1[N:37]([C:41]2[CH:49]=[CH:48][CH:47]=[CH:46][C:42]=2[C:43](O)=[O:44])[N:38]=[CH:39][CH:40]=1.S1C=CC=C1C1C=CC=CC=1C(O)=O.